This data is from Peptide-MHC class I binding affinity with 185,985 pairs from IEDB/IMGT. The task is: Regression. Given a peptide amino acid sequence and an MHC pseudo amino acid sequence, predict their binding affinity value. This is MHC class I binding data. (1) The peptide sequence is IVILFIMFML. The MHC is HLA-A02:03 with pseudo-sequence HLA-A02:03. The binding affinity (normalized) is 0.259. (2) The peptide sequence is GMQIRGFVY. The MHC is HLA-A69:01 with pseudo-sequence HLA-A69:01. The binding affinity (normalized) is 0.0847.